This data is from Forward reaction prediction with 1.9M reactions from USPTO patents (1976-2016). The task is: Predict the product of the given reaction. (1) Given the reactants FC(F)(F)C(O)=O.[C:8]([C:10]1[N:18]=[C:17]2[C:13]([N:14]=[C:15]([CH3:20])[N:16]2[CH3:19])=[C:12]([C:21]2[CH:42]=[CH:41][C:24]([O:25][CH2:26][CH2:27][CH:28]3[CH2:33][CH2:32][N:31](C(OC(C)(C)C)=O)[CH2:30][CH2:29]3)=[C:23]([C:43]([F:46])([F:45])[F:44])[CH:22]=2)[N:11]=1)#[N:9].C(#N)C.C(Cl)[Cl:51], predict the reaction product. The product is: [ClH:51].[CH3:20][C:15]1[N:16]([CH3:19])[C:17]2[C:13]([N:14]=1)=[C:12]([C:21]1[CH:42]=[CH:41][C:24]([O:25][CH2:26][CH2:27][CH:28]3[CH2:29][CH2:30][NH:31][CH2:32][CH2:33]3)=[C:23]([C:43]([F:45])([F:46])[F:44])[CH:22]=1)[N:11]=[C:10]([C:8]#[N:9])[N:18]=2. (2) Given the reactants [CH2:1]([C@H:5]1[O:7][C@@H:6]1[C:8]([OH:10])=O)[CH2:2][CH2:3][CH3:4].CCCCC(F)(F)C(O)CC[C@@H]1[C@@H](CCCCCC[C:31]([OH:33])=[O:32])C(=O)C[C@H]1O.[CH2:38]1[CH2:43][CH2:42][CH:41]([NH:44]C2CCCCC2)[CH2:40][CH2:39]1.C(Cl)(=O)C(C)(C)C, predict the reaction product. The product is: [CH2:31]1[O:33][C:38]2[CH:43]=[CH:42][C:41]([NH:44][C:8]([C@@H:6]3[C@@H:5]([CH2:1][CH2:2][CH2:3][CH3:4])[O:7]3)=[O:10])=[CH:40][C:39]=2[O:32]1. (3) Given the reactants Br[CH2:2]C1C=CC(F)=CC=1.Br[CH2:11][C:12]1[CH:17]=[CH:16][C:15]([F:18])=[C:14]([F:19])[CH:13]=1.[O:20]=[C:21]1[NH:25][CH2:24][CH2:23][N:22]1[C:26]1[CH:27]=[C:28]([CH:32]=[CH:33][N:34]=1)[C:29]([O-:31])=[O:30], predict the reaction product. The product is: [F:19][C:14]1[CH:13]=[C:12]([CH:17]=[CH:16][C:15]=1[F:18])[CH2:11][N:25]1[CH2:24][CH2:23][N:22]([C:26]2[CH:27]=[C:28]([CH:32]=[CH:33][N:34]=2)[C:29]([O:31][CH3:2])=[O:30])[C:21]1=[O:20].